From a dataset of Full USPTO retrosynthesis dataset with 1.9M reactions from patents (1976-2016). Predict the reactants needed to synthesize the given product. (1) Given the product [Br:15][CH2:14][C:7]1[CH:6]=[C:5]([C:1]([CH3:4])([CH3:3])[CH3:2])[S:9][C:8]=1[C:10]([O:12][CH3:13])=[O:11], predict the reactants needed to synthesize it. The reactants are: [C:1]([C:5]1[S:9][C:8]([C:10]([O:12][CH3:13])=[O:11])=[C:7]([CH3:14])[CH:6]=1)([CH3:4])([CH3:3])[CH3:2].[Br:15]N1C(=O)CCC1=O. (2) Given the product [Cl:1][C:2]1[CH:7]=[CH:6][CH:5]=[CH:4][C:3]=1[C@H:8]([NH:17][S:15]([C:12]([CH3:14])([CH3:13])[CH3:11])=[O:16])[CH3:9], predict the reactants needed to synthesize it. The reactants are: [Cl:1][C:2]1[CH:7]=[CH:6][CH:5]=[CH:4][C:3]=1[C:8](=O)[CH3:9].[CH3:11][C:12]([S:15]([NH2:17])=[O:16])([CH3:14])[CH3:13].[BH4-].[Na+].CO. (3) Given the product [CH3:21][N:22]1[C:26]([C:27]([C:29]2[CH:30]=[CH:31][C:32]([O:35][CH:36]3[CH2:41][CH2:40][CH2:39][CH2:38][O:37]3)=[CH:33][CH:34]=2)=[CH:15][C:16]([O:18][CH2:19][CH3:20])=[O:17])=[CH:25][N:24]=[CH:23]1, predict the reactants needed to synthesize it. The reactants are: C[Si]([N-][Si](C)(C)C)(C)C.[Li+].C[Si]([CH2:15][C:16]([O:18][CH2:19][CH3:20])=[O:17])(C)C.[CH3:21][N:22]1[C:26]([C:27]([C:29]2[CH:34]=[CH:33][C:32]([O:35][CH:36]3[CH2:41][CH2:40][CH2:39][CH2:38][O:37]3)=[CH:31][CH:30]=2)=O)=[CH:25][N:24]=[CH:23]1. (4) Given the product [Br:8][C:4]1[CH:3]=[C:2]([N:13]2[CH2:14][CH2:15][N:10]([CH3:9])[CH2:11][CH2:12]2)[CH:7]=[CH:6][CH:5]=1, predict the reactants needed to synthesize it. The reactants are: Br[C:2]1[CH:7]=[CH:6][CH:5]=[C:4]([Br:8])[CH:3]=1.[CH3:9][N:10]1[CH2:15][CH2:14][NH:13][CH2:12][CH2:11]1.C1CCN2C(=NCCC2)CC1.CC(C)([O-])C.[Na+]. (5) Given the product [CH2:1]([O:3][C:4]([N:6]1[CH2:7][CH2:8][N:9]([C:12]([CH:14]([NH2:24])[CH2:15][CH2:16][C:17]([O:19][C:20]([CH3:23])([CH3:22])[CH3:21])=[O:18])=[O:13])[CH2:10][CH2:11]1)=[O:5])[CH3:2], predict the reactants needed to synthesize it. The reactants are: [CH2:1]([O:3][C:4]([N:6]1[CH2:11][CH2:10][N:9]([C:12]([CH:14]([NH:24]C(OCC2C=CC=CC=2)=O)[CH2:15][CH2:16][C:17]([O:19][C:20]([CH3:23])([CH3:22])[CH3:21])=[O:18])=[O:13])[CH2:8][CH2:7]1)=[O:5])[CH3:2]. (6) Given the product [CH3:53][N:54]([C:23](=[O:22])[C:24]([F:27])([F:26])[F:25])[CH:55]1[CH2:60][CH2:59][N:58]([C:61]2[N:62]=[CH:63][C:64]([NH:67][C:68]([C:70]3[N:71]=[C:72]([C:79]4[CH:84]=[CH:83][CH:82]=[CH:81][CH:80]=4)[O:73][C:74]=3[C:75]([F:77])([F:76])[F:78])=[O:69])=[CH:65][N:66]=2)[CH2:57][CH2:56]1, predict the reactants needed to synthesize it. The reactants are: C(N1CCN(C2N=CC(NC(C3N=C(C4C=CC=CC=4)[O:22][C:23]=3[C:24]([F:27])([F:26])[F:25])=O)=CC=2)CC1)(=O)C.C1(C2OC(C(F)(F)F)=C(C(O)=O)N=2)C=CC=CC=1.Cl.[CH3:53][NH:54][CH:55]1[CH2:60][CH2:59][N:58]([C:61]2[N:66]=[CH:65][C:64]([NH:67][C:68]([C:70]3[N:71]=[C:72]([C:79]4[CH:84]=[CH:83][CH:82]=[CH:81][CH:80]=4)[O:73][C:74]=3[C:75]([F:78])([F:77])[F:76])=[O:69])=[CH:63][N:62]=2)[CH2:57][CH2:56]1.FC(F)(F)C(OC(=O)C(F)(F)F)=O.